Task: Predict the product of the given reaction.. Dataset: Forward reaction prediction with 1.9M reactions from USPTO patents (1976-2016) (1) Given the reactants [N:1]1[CH:6]=[CH:5][C:4]([CH:7]=O)=[CH:3][CH:2]=1.[CH3:9][O:10][CH2:11][CH2:12][NH2:13].[C:14]1(=[O:25])[O:20][C:18](=O)[C:17]2=[CH:21][CH:22]=[CH:23][CH:24]=[C:16]2[CH2:15]1.[CH3:26][O:27][C:28]1[CH:29]=[C:30]([CH:32]=[CH:33][CH:34]=1)[NH2:31], predict the reaction product. The product is: [CH3:9][O:10][CH2:11][CH2:12][N:13]1[CH:7]([C:4]2[CH:3]=[CH:2][N:1]=[CH:6][CH:5]=2)[CH:15]([C:14]([NH:31][C:30]2[CH:32]=[CH:33][CH:34]=[C:28]([O:27][CH3:26])[CH:29]=2)=[O:25])[C:16]2[C:17](=[CH:21][CH:22]=[CH:23][CH:24]=2)[C:18]1=[O:20]. (2) Given the reactants [CH3:1][O:2][C:3]1[C:12]([CH3:13])=[C:11]2[C:6]([C:7]([O:22][CH:23]3[CH2:40][CH:39]4[CH:25]([C:26](=[O:46])[N:27]([CH3:45])[CH2:28][CH2:29][CH2:30][CH2:31][CH:32]=[CH:33][CH:34]5[C:36]([C:42](O)=[O:43])([NH:37][C:38]4=[O:41])[CH2:35]5)[CH2:24]3)=[N:8][C:9]([C:14]3[CH:19]=[CH:18][C:17]([O:20][CH3:21])=[CH:16][CH:15]=3)=[N:10]2)=[CH:5][CH:4]=1.C(N1C=CN=C1)(N1C=CN=C1)=O.C1CCN2C(=NCCC2)CC1.[CH:70]1([S:73]([NH2:76])(=[O:75])=[O:74])[CH2:72][CH2:71]1, predict the reaction product. The product is: [CH3:1][O:2][C:3]1[C:12]([CH3:13])=[C:11]2[C:6]([C:7]([O:22][CH:23]3[CH2:40][CH:39]4[CH:25]([C:26](=[O:46])[N:27]([CH3:45])[CH2:28][CH2:29][CH2:30][CH2:31][CH:32]=[CH:33][CH:34]5[C:36]([C:42]([NH:76][S:73]([CH:70]6[CH2:72][CH2:71]6)(=[O:75])=[O:74])=[O:43])([NH:37][C:38]4=[O:41])[CH2:35]5)[CH2:24]3)=[N:8][C:9]([C:14]3[CH:15]=[CH:16][C:17]([O:20][CH3:21])=[CH:18][CH:19]=3)=[N:10]2)=[CH:5][CH:4]=1. (3) Given the reactants [C:1](Cl)(=O)[C:2]([Cl:4])=[O:3].[Cl:7][S:8]([C:11]1[CH:19]=[CH:18]C(C(O)=O)=[CH:13][CH:12]=1)(=[O:10])=[O:9].CN(C)C=O, predict the reaction product. The product is: [Cl:7][S:8]([C:11]1[CH:19]=[CH:18][C:1]([C:2]([Cl:4])=[O:3])=[CH:13][CH:12]=1)(=[O:10])=[O:9]. (4) Given the reactants C([N:8](CC1C=CC=CC=1)[CH:9]([P:18](=[O:25])([O:22][CH2:23][CH3:24])[O:19][CH2:20][CH3:21])[P:10](=[O:17])([O:14][CH2:15][CH3:16])[O:11][CH2:12][CH3:13])C1C=CC=CC=1.C1CCCCC=1, predict the reaction product. The product is: [NH2:8][CH:9]([P:10](=[O:17])([O:11][CH2:12][CH3:13])[O:14][CH2:15][CH3:16])[P:18](=[O:25])([O:22][CH2:23][CH3:24])[O:19][CH2:20][CH3:21]. (5) Given the reactants [C:1]1([OH:7])[CH:6]=[CH:5][CH:4]=[CH:3][CH:2]=1.[C:8](Cl)(=[O:11])[CH2:9][CH3:10].FC(F)(F)S(O)(=O)=O.C(OCC)C, predict the reaction product. The product is: [C:8]([O:7][C:1]1[CH:6]=[CH:5][CH:4]=[CH:3][CH:2]=1)(=[O:11])[CH2:9][CH3:10]. (6) Given the reactants [CH2:1]([O:3][C:4](=[O:33])[CH2:5][NH:6][CH2:7][C:8]1[CH:13]=[CH:12][CH:11]=[C:10]([O:14][CH2:15][CH2:16][C:17]2[N:18]=[C:19]([C:23]3[CH:28]=[CH:27][C:26]([C:29]([F:32])([F:31])[F:30])=[CH:25][CH:24]=3)[O:20][C:21]=2[CH3:22])[CH:9]=1)[CH3:2].[N:34]1([S:40](Cl)(=[O:42])=[O:41])[CH2:39][CH2:38][CH2:37][CH2:36][CH2:35]1.C(N(CC)CC)C, predict the reaction product. The product is: [CH2:1]([O:3][C:4](=[O:33])[CH2:5][N:6]([S:40]([N:34]1[CH2:39][CH2:38][CH2:37][CH2:36][CH2:35]1)(=[O:42])=[O:41])[CH2:7][C:8]1[CH:13]=[CH:12][CH:11]=[C:10]([O:14][CH2:15][CH2:16][C:17]2[N:18]=[C:19]([C:23]3[CH:28]=[CH:27][C:26]([C:29]([F:30])([F:32])[F:31])=[CH:25][CH:24]=3)[O:20][C:21]=2[CH3:22])[CH:9]=1)[CH3:2].